Dataset: Catalyst prediction with 721,799 reactions and 888 catalyst types from USPTO. Task: Predict which catalyst facilitates the given reaction. (1) Reactant: [Cl:1][C:2]1[C:3]([NH:16][CH:17]2[CH2:22][CH2:21][N:20](C(OC(C)(C)C)=O)[CH2:19][CH:18]2[CH2:30][CH3:31])=[N:4][C:5]([NH:8][C:9]2[CH:13]=[C:12]([CH3:14])[N:11]([CH3:15])[N:10]=2)=[N:6][CH:7]=1.Cl.CCOC(C)=O. Product: [Cl:1][C:2]1[C:3]([NH:16][CH:17]2[CH2:22][CH2:21][NH:20][CH2:19][CH:18]2[CH2:30][CH3:31])=[N:4][C:5]([NH:8][C:9]2[CH:13]=[C:12]([CH3:14])[N:11]([CH3:15])[N:10]=2)=[N:6][CH:7]=1. The catalyst class is: 2. (2) Reactant: O=[C:2]1[C:7]([C:8]([O:10][CH3:11])=[O:9])=[CH:6][CH:5]=[CH:4][O:3]1.F[C:13]1[CH:20]=[CH:19][C:16]([CH2:17][NH2:18])=[CH:15][CH:14]=1.CCN=C=NCCCN(C)C. Product: [CH2:17]([N:18]1[CH:4]=[CH:5][CH:6]=[C:7]([C:8]([O:10][CH3:11])=[O:9])[C:2]1=[O:3])[C:16]1[CH:19]=[CH:20][CH:13]=[CH:14][CH:15]=1. The catalyst class is: 239. (3) Reactant: [CH:1]([O:4][C:5]1[C:10]2[CH2:11][CH:12]([CH2:14][O:15]S(C3C=CC(C)=CC=3)(=O)=O)[O:13][C:9]=2[CH:8]=[C:7]([C:26](=[O:34])[NH:27][C:28]2[CH:32]=[CH:31][N:30]([CH3:33])[N:29]=2)[CH:6]=1)([CH3:3])[CH3:2].[CH3:35][CH2:36][O-].[Na+]. Product: [CH3:33][N:30]1[CH:31]=[CH:32][C:28]([NH:27][C:26]([C:7]2[CH:6]=[C:5]([O:4][CH:1]([CH3:3])[CH3:2])[C:10]3[CH2:11][CH:12]([CH2:14][O:15][CH2:35][CH3:36])[O:13][C:9]=3[CH:8]=2)=[O:34])=[N:29]1. The catalyst class is: 14. (4) Reactant: [CH3:1][C:2]([NH2+:5][CH2:6][CH:7]([OH:16])[C:8]1[CH:13]=[C:12]([OH:14])[CH:11]=[C:10]([OH:15])[CH:9]=1)([CH3:4])[CH3:3].[CH3:4][C:2]([NH2+:5][CH2:6][CH:7]([OH:16])[C:8]1[CH:13]=[C:12]([OH:14])[CH:11]=[C:10]([OH:15])[CH:9]=1)([CH3:1])[CH3:3].[O-]S([O-])(=O)=O. Product: [CH3:4][C:2]([NH:5][CH2:6][CH:7]([OH:16])[C:8]1[CH:9]=[C:10]([OH:15])[CH:11]=[C:12]([OH:14])[CH:13]=1)([CH3:1])[CH3:3]. The catalyst class is: 6. (5) The catalyst class is: 105. Reactant: [CH3:1][C:2]1([C:17]([O:19][CH3:20])=[O:18])[C@H:7]([NH:8][C@@H](C2C=CC=CC=2)C)[CH2:6][CH2:5][O:4][CH2:3]1.[ClH:21]. Product: [ClH:21].[NH2:8][CH:7]1[CH2:6][CH2:5][O:4][CH2:3][C:2]1([CH3:1])[C:17]([O:19][CH3:20])=[O:18]. (6) Reactant: [CH2:1]([N:3]1[C:11](Br)=[C:10]2[C:5]([CH:6]=[CH:7][CH:8]=[CH:9]2)=[N:4]1)[CH3:2].[Li]C(C)(C)C.[O:18]=[C:19]1[CH2:24][CH2:23][N:22]([C:25]([O:27][C:28]([CH3:31])([CH3:30])[CH3:29])=[O:26])[CH2:21][CH2:20]1. Product: [C:28]([O:27][C:25]([N:22]1[CH2:23][CH2:24][C:19]([OH:18])([C:11]2[N:3]([CH2:1][CH3:2])[N:4]=[C:5]3[C:10]=2[CH:9]=[CH:8][CH:7]=[CH:6]3)[CH2:20][CH2:21]1)=[O:26])([CH3:31])([CH3:29])[CH3:30]. The catalyst class is: 1. (7) Reactant: O[CH2:2][C:3]1[CH:4]=[N:5][C:6]([C:9]([F:12])([F:11])[F:10])=[N:7][CH:8]=1.C(N(CC)CC)C.CS(Cl)(=O)=O.[N-:25]=[N+:26]=[N-:27].[Na+]. Product: [N:25]([CH2:2][C:3]1[CH:4]=[N:5][C:6]([C:9]([F:12])([F:11])[F:10])=[N:7][CH:8]=1)=[N+:26]=[N-:27]. The catalyst class is: 46. (8) Reactant: [C:1]([C:4]1[CH:9]=[CH:8][C:7]([S:10]([C:13]2[CH:14]=[CH:15][C:16]([CH3:31])=[C:17]([S:19]([NH:22][CH2:23][CH2:24][C:25]3[CH:30]=[CH:29][CH:28]=[CH:27][N:26]=3)(=[O:21])=[O:20])[CH:18]=2)(=[O:12])=[O:11])=[CH:6][CH:5]=1)(=[O:3])[CH3:2].[CH3:32][Mg]Br.C1(C)C=CC=CC=1.C1COCC1. Product: [OH:3][C:1]([C:4]1[CH:5]=[CH:6][C:7]([S:10]([C:13]2[CH:14]=[CH:15][C:16]([CH3:31])=[C:17]([S:19]([NH:22][CH2:23][CH2:24][C:25]3[CH:30]=[CH:29][CH:28]=[CH:27][N:26]=3)(=[O:21])=[O:20])[CH:18]=2)(=[O:12])=[O:11])=[CH:8][CH:9]=1)([CH3:32])[CH3:2]. The catalyst class is: 1. (9) Reactant: [N:1]1([C:7]2[CH:12]=[CH:11][C:10]([C:13]3[NH:21][C:16]4=[N:17][CH:18]=[CH:19][N:20]=[C:15]4[CH:14]=3)=[CH:9][CH:8]=2)[CH2:6][CH2:5][NH:4][CH2:3][CH2:2]1.[OH-].[K+].[O:24]1[CH2:29][CH2:28][N:27]([CH2:30][CH2:31]Cl)[CH2:26][CH2:25]1. Product: [N:27]1([CH2:30][CH2:31][N:4]2[CH2:5][CH2:6][N:1]([C:7]3[CH:12]=[CH:11][C:10]([C:13]4[NH:21][C:16]5=[N:17][CH:18]=[CH:19][N:20]=[C:15]5[CH:14]=4)=[CH:9][CH:8]=3)[CH2:2][CH2:3]2)[CH2:28][CH2:29][O:24][CH2:25][CH2:26]1. The catalyst class is: 6.